Task: Regression. Given a peptide amino acid sequence and an MHC pseudo amino acid sequence, predict their binding affinity value. This is MHC class II binding data.. Dataset: Peptide-MHC class II binding affinity with 134,281 pairs from IEDB The peptide sequence is IDVWLGGLAENFLPY. The MHC is HLA-DPA10103-DPB10401 with pseudo-sequence HLA-DPA10103-DPB10401. The binding affinity (normalized) is 0.492.